Dataset: Full USPTO retrosynthesis dataset with 1.9M reactions from patents (1976-2016). Task: Predict the reactants needed to synthesize the given product. (1) Given the product [Cl:35][C:36]1[N:41]=[C:40]([C:42]2[S:77][C:75]([C:74]([CH3:79])([CH3:78])[CH2:73][OH:72])=[N:76][C:43]=2[C:45]2[C:46]([F:63])=[C:47]([NH:51][S:52]([C:55]3[C:60]([F:61])=[CH:59][CH:58]=[CH:57][C:56]=3[F:62])(=[O:54])=[O:53])[CH:48]=[CH:49][CH:50]=2)[CH:39]=[CH:38][N:37]=1, predict the reactants needed to synthesize it. The reactants are: ClC1N=C(C2SC(C(C)(C)C)=NC=2C2C=C(NS(C3C=C(F)C=CC=3F)(=O)=O)C=CC=2)C=CN=1.[Cl:35][C:36]1[N:41]=[C:40]([CH2:42][C:43]([C:45]2[C:46]([F:63])=[C:47]([NH:51][S:52]([C:55]3[C:60]([F:61])=[CH:59][CH:58]=[CH:57][C:56]=3[F:62])(=[O:54])=[O:53])[CH:48]=[CH:49][CH:50]=2)=O)[CH:39]=[CH:38][N:37]=1.C1C(=O)N(Br)C(=O)C1.[OH:72][CH2:73][C:74]([CH3:79])([CH3:78])[C:75](=[S:77])[NH2:76]. (2) Given the product [Br:34][C:35]1[CH:40]=[CH:39][CH:38]=[CH:37][C:36]=1[C:41]([N:43]=[C:44]=[S:45])=[O:42].[Br:34][C:35]1[CH:40]=[CH:39][CH:38]=[CH:37][C:36]=1[C:41]([NH:43][C:44]([NH:30][C:29]1[CH:31]=[CH:32][C:26]([O:25][C:16]2[C:15]3[C:20](=[CH:21][C:22]([O:23][CH3:24])=[C:13]([O:12][CH3:11])[CH:14]=3)[N:19]=[CH:18][CH:17]=2)=[C:27]([F:33])[CH:28]=1)=[S:45])=[O:42], predict the reactants needed to synthesize it. The reactants are: BrC1C=CC=CC=1C(Cl)=O.[CH3:11][O:12][C:13]1[CH:14]=[C:15]2[C:20](=[CH:21][C:22]=1[O:23][CH3:24])[N:19]=[CH:18][CH:17]=[C:16]2[O:25][C:26]1[CH:32]=[CH:31][C:29]([NH2:30])=[CH:28][C:27]=1[F:33].[Br:34][C:35]1[CH:40]=[CH:39][CH:38]=[CH:37][C:36]=1[C:41]([N:43]=[C:44]=[S:45])=[O:42]. (3) Given the product [Cl:13][C:5]1[C:4]2[C:9](=[CH:10][CH:11]=[C:2]([NH:25][CH2:24][C:20]3[CH:21]=[CH:22][CH:23]=[C:18]([O:17][CH:14]([CH3:16])[CH3:15])[CH:19]=3)[CH:3]=2)[C:8](=[O:12])[NH:7][N:6]=1, predict the reactants needed to synthesize it. The reactants are: Br[C:2]1[CH:3]=[C:4]2[C:9](=[CH:10][CH:11]=1)[C:8](=[O:12])[NH:7][N:6]=[C:5]2[Cl:13].[CH:14]([O:17][C:18]1[CH:19]=[C:20]([CH2:24][NH2:25])[CH:21]=[CH:22][CH:23]=1)([CH3:16])[CH3:15].C1C=CC(P(C2C(C3C(P(C4C=CC=CC=4)C4C=CC=CC=4)=CC=C4C=3C=CC=C4)=C3C(C=CC=C3)=CC=2)C2C=CC=CC=2)=CC=1.CC([O-])(C)C.[Na+]. (4) Given the product [NH2:11][C:8]1[CH:9]=[CH:10][C:5]([O:4][CH2:3][C:2]([CH3:15])([OH:16])[CH3:1])=[C:6]([CH3:14])[CH:7]=1, predict the reactants needed to synthesize it. The reactants are: [CH3:1][C:2]([OH:16])([CH3:15])[CH2:3][O:4][C:5]1[CH:10]=[CH:9][C:8]([N+:11]([O-])=O)=[CH:7][C:6]=1[CH3:14]. (5) Given the product [CH3:1][C:2]1[CH:3]=[C:4]([CH:37]=[CH:38][CH:39]=1)[C:5]([NH:7][C:8]1[C:17]([C:18]#[N:19])=[C:16]([NH:20][CH2:21][C:22]2[CH:23]=[CH:24][CH:25]=[CH:26][CH:27]=2)[C:15]2[C:10](=[CH:11][CH:12]=[CH:13][CH:14]=2)[N:9]=1)=[O:6], predict the reactants needed to synthesize it. The reactants are: [CH3:1][C:2]1[CH:3]=[C:4]([CH:37]=[CH:38][CH:39]=1)[C:5]([N:7](C(=O)C1C=CC=C(C)C=1)[C:8]1[C:17]([C:18]#[N:19])=[C:16]([NH:20][CH2:21][C:22]2[CH:27]=[CH:26][CH:25]=[CH:24][CH:23]=2)[C:15]2[C:10](=[CH:11][CH:12]=[CH:13][CH:14]=2)[N:9]=1)=[O:6].[OH-].[K+].C(O)(=O)C.C(=O)([O-])O.[Na+].